Dataset: Forward reaction prediction with 1.9M reactions from USPTO patents (1976-2016). Task: Predict the product of the given reaction. Given the reactants Br[C:2]([CH3:16])=[C:3]([C:10]1[CH:15]=[CH:14][CH:13]=[CH:12][CH:11]=1)[C:4]1[CH:9]=[CH:8][CH:7]=[CH:6][CH:5]=1.[Mg].II.BrC1C=CC=CC=1.Cl[P:28]([C:33]([CH3:36])([CH3:35])[CH3:34])[C:29]([CH3:32])([CH3:31])[CH3:30], predict the reaction product. The product is: [C:4]1([C:3]([C:10]2[CH:15]=[CH:14][CH:13]=[CH:12][CH:11]=2)=[C:2]([P:28]([C:33]([CH3:36])([CH3:35])[CH3:34])[C:29]([CH3:32])([CH3:31])[CH3:30])[CH3:16])[CH:9]=[CH:8][CH:7]=[CH:6][CH:5]=1.